From a dataset of Catalyst prediction with 721,799 reactions and 888 catalyst types from USPTO. Predict which catalyst facilitates the given reaction. Reactant: [Cl:1][C:2]1[CH:3]=[C:4]([CH:6]=[CH:7][C:8]=1[CH3:9])[NH2:5].[Cl:10][CH2:11][CH2:12][CH2:13]I.C(=O)([O-])[O-].[Cs+].[Cs+].CN(C=O)C. Product: [Cl:1][C:2]1[CH:3]=[C:4]([CH:6]=[CH:7][C:8]=1[CH3:9])[NH:5][CH2:13][CH2:12][CH2:11][Cl:10]. The catalyst class is: 6.